From a dataset of Forward reaction prediction with 1.9M reactions from USPTO patents (1976-2016). Predict the product of the given reaction. (1) Given the reactants [NH:1]1[CH:5]=[C:4]([C:6]2[CH:35]=[CH:34][C:9]3[N:10]([C:13]4[CH:14]=[C:15]([NH:27][S:28]([CH:31]5[CH2:33][CH2:32]5)(=[O:30])=[O:29])[CH:16]=[C:17]([C:19]5[CH:24]=[CH:23][C:22]([F:25])=[CH:21][C:20]=5[F:26])[CH:18]=4)[CH:11]=[N:12][C:8]=3[CH:7]=2)[CH:3]=[N:2]1.[C:36](Cl)(=[O:38])[CH3:37], predict the reaction product. The product is: [C:36]([N:1]1[CH:5]=[C:4]([C:6]2[CH:35]=[CH:34][C:9]3[N:10]([C:13]4[CH:14]=[C:15]([NH:27][S:28]([CH:31]5[CH2:32][CH2:33]5)(=[O:29])=[O:30])[CH:16]=[C:17]([C:19]5[CH:24]=[CH:23][C:22]([F:25])=[CH:21][C:20]=5[F:26])[CH:18]=4)[CH:11]=[N:12][C:8]=3[CH:7]=2)[CH:3]=[N:2]1)(=[O:38])[CH3:37]. (2) Given the reactants [C:1]([NH2:10])(=[O:9])[C:2]1[C:3](=[CH:5][CH:6]=[CH:7][CH:8]=1)[NH2:4].C(N(CC)CC)C.[F:18][C:19]1[CH:20]=[C:21]([CH:25]=[CH:26][C:27]=1[F:28])[C:22](Cl)=O, predict the reaction product. The product is: [F:18][C:19]1[CH:20]=[C:21]([C:22]2[N:10]=[C:1]([OH:9])[C:2]3[C:3](=[CH:5][CH:6]=[CH:7][CH:8]=3)[N:4]=2)[CH:25]=[CH:26][C:27]=1[F:28]. (3) The product is: [O:1]=[C:2]1[C:11]2[C:6](=[CH:7][CH:8]=[CH:9][CH:10]=2)[NH:5][CH:4]=[C:3]1[C:12]([OH:14])=[O:13]. Given the reactants [O:1]=[C:2]1[C:11]2[C:6](=[CH:7][CH:8]=[CH:9][CH:10]=2)[NH:5][CH:4]=[C:3]1[C:12]([O:14]CC)=[O:13].[OH-].[Na+].C, predict the reaction product. (4) Given the reactants CC1(C)C(C)(C)OB([C:9]2[CH:10]=[CH:11][C:12]3[O:16][C:15]([CH:17]4[CH2:22][CH2:21][N:20]([C:23]([O:25][CH:26]([CH3:28])[CH3:27])=[O:24])[CH2:19][CH2:18]4)=[N:14][C:13]=3[CH:29]=2)O1.Br[C:32]1[CH:43]=[CH:42][C:35]([C:36]([NH:38][CH2:39][CH2:40][OH:41])=[O:37])=[C:34]([F:44])[CH:33]=1, predict the reaction product. The product is: [F:44][C:34]1[CH:33]=[C:32]([C:9]2[CH:10]=[CH:11][C:12]3[O:16][C:15]([CH:17]4[CH2:22][CH2:21][N:20]([C:23]([O:25][CH:26]([CH3:27])[CH3:28])=[O:24])[CH2:19][CH2:18]4)=[N:14][C:13]=3[CH:29]=2)[CH:43]=[CH:42][C:35]=1[C:36](=[O:37])[NH:38][CH2:39][CH2:40][OH:41]. (5) Given the reactants [CH2:1]([NH:3][CH3:4])[CH3:2].[C:5]([C:9]1[CH:13]=[C:12]([NH:14][C:15]([NH:17][C@@H:18]2[C:27]3[C:22](=[CH:23][CH:24]=[CH:25][CH:26]=3)[C@H:21]([O:28][C:29]3[CH:30]=[CH:31][C:32]4[N:33]([C:35]([N:38]5[C@H:43]([CH3:44])[CH2:42][CH2:41][CH2:40][C@@H:39]5[CH3:45])=[N:36][N:37]=4)[CH:34]=3)[CH2:20][CH2:19]2)=[O:16])[N:11]([C:46]2[CH:47]=[C:48]([CH:57]=[CH:58][CH:59]=2)[O:49][CH2:50][CH2:51][O:52]S(C)(=O)=O)[N:10]=1)([CH3:8])([CH3:7])[CH3:6].C1C[O:63]CC1, predict the reaction product. The product is: [CH:51]([OH:52])=[O:63].[C:5]([C:9]1[CH:13]=[C:12]([NH:14][C:15]([NH:17][C@@H:18]2[C:27]3[C:22](=[CH:23][CH:24]=[CH:25][CH:26]=3)[C@H:21]([O:28][C:29]3[CH:30]=[CH:31][C:32]4[N:33]([C:35]([N:38]5[C@H:39]([CH3:45])[CH2:40][CH2:41][CH2:42][C@@H:43]5[CH3:44])=[N:36][N:37]=4)[CH:34]=3)[CH2:20][CH2:19]2)=[O:16])[N:11]([C:46]2[CH:59]=[CH:58][CH:57]=[C:48]([O:49][CH2:50][CH2:51][N:3]([CH2:1][CH3:2])[CH3:4])[CH:47]=2)[N:10]=1)([CH3:6])([CH3:8])[CH3:7]. (6) Given the reactants [N:1]1([C:7]2[CH2:10][C:9](=[O:11])[CH:8]=2)[CH2:6][CH2:5][CH2:4][CH2:3][CH2:2]1.[BH4-].[Na+].CC(C)=O, predict the reaction product. The product is: [N:1]1([C@@H:7]2[CH2:8][C@H:9]([OH:11])[CH2:10]2)[CH2:6][CH2:5][CH2:4][CH2:3][CH2:2]1. (7) Given the reactants [Br:1][C:2]1[CH:3]=[CH:4][C:5]([OH:23])=[C:6]([C:8]([C:10]2[CH:11]=[N:12][N:13]([C:15]3[CH:20]=[CH:19][C:18]([O:21][CH3:22])=[CH:17][CH:16]=3)[CH:14]=2)=[O:9])[CH:7]=1.Br[CH2:25][C:26]([O:28][CH2:29][CH3:30])=[O:27], predict the reaction product. The product is: [Br:1][C:2]1[CH:3]=[CH:4][C:5]([O:23][CH2:25][C:26]([O:28][CH2:29][CH3:30])=[O:27])=[C:6]([C:8]([C:10]2[CH:11]=[N:12][N:13]([C:15]3[CH:20]=[CH:19][C:18]([O:21][CH3:22])=[CH:17][CH:16]=3)[CH:14]=2)=[O:9])[CH:7]=1.